Dataset: Catalyst prediction with 721,799 reactions and 888 catalyst types from USPTO. Task: Predict which catalyst facilitates the given reaction. (1) Reactant: [Br:1][CH2:2][CH:3]([OH:13])[CH2:4][C:5]1[CH:10]=[C:9]([F:11])[CH:8]=[CH:7][C:6]=1O.C1(P(C2C=CC=CC=2)C2C=CC=CC=2)C=CC=CC=1.CCOC(/N=N/C(OCC)=O)=O. The catalyst class is: 7. Product: [Br:1][CH2:2][C@H:3]1[CH2:4][C:5]2[CH:10]=[C:9]([F:11])[CH:8]=[CH:7][C:6]=2[O:13]1. (2) Reactant: Br[C:2]1[CH:3]=[C:4]([NH:13][CH2:14][C:15]2[C:20]([CH3:21])=[CH:19][CH:18]=[CH:17][C:16]=2[CH3:22])[C:5]2[N:6]([C:8]([CH3:12])=[C:9]([CH3:11])[N:10]=2)[CH:7]=1.[CH3:23][O:24][C:25]1[CH:30]=[CH:29][CH:28]=[CH:27][C:26]=1B(O)O.CC(C)([O-:37])C.[K+].COCCOC. Product: [CH:25]([OH:24])=[O:37].[CH3:22][C:16]1[CH:17]=[CH:18][CH:19]=[C:20]([CH3:21])[C:15]=1[CH2:14][NH:13][C:4]1[C:5]2[N:6]([C:8]([CH3:12])=[C:9]([CH3:11])[N:10]=2)[CH:7]=[C:2]([C:26]2[CH:27]=[CH:28][CH:29]=[CH:30][C:25]=2[O:24][CH3:23])[CH:3]=1. The catalyst class is: 103. (3) Reactant: [O:1]1[CH2:6][CH2:5][N:4]([CH2:7][CH2:8][NH2:9])[CH2:3][CH2:2]1.C(N(CC)CC)C.[C:17](O[C:17]([O:19][C:20]([CH3:23])([CH3:22])[CH3:21])=[O:18])([O:19][C:20]([CH3:23])([CH3:22])[CH3:21])=[O:18]. Product: [O:1]1[CH2:6][CH2:5][N:4]([CH2:7][CH2:8][NH:9][C:17](=[O:18])[O:19][C:20]([CH3:23])([CH3:22])[CH3:21])[CH2:3][CH2:2]1. The catalyst class is: 4. (4) Reactant: [Cl:1][C:2]1[CH:7]=[C:6]([O:8][CH3:9])[C:5]([N+:10]([O-])=O)=[CH:4][N:3]=1.[Cl-].[NH4+]. Product: [Cl:1][C:2]1[N:3]=[CH:4][C:5]([NH2:10])=[C:6]([O:8][CH3:9])[CH:7]=1. The catalyst class is: 190.